Dataset: Merck oncology drug combination screen with 23,052 pairs across 39 cell lines. Task: Regression. Given two drug SMILES strings and cell line genomic features, predict the synergy score measuring deviation from expected non-interaction effect. (1) Drug 2: O=C(NOCC(O)CO)c1ccc(F)c(F)c1Nc1ccc(I)cc1F. Synergy scores: synergy=122. Cell line: CAOV3. Drug 1: COc1cc(C2c3cc4c(cc3C(OC3OC5COC(C)OC5C(O)C3O)C3COC(=O)C23)OCO4)cc(OC)c1O. (2) Synergy scores: synergy=71.4. Cell line: ZR751. Drug 2: COC1CC2CCC(C)C(O)(O2)C(=O)C(=O)N2CCCCC2C(=O)OC(C(C)CC2CCC(OP(C)(C)=O)C(OC)C2)CC(=O)C(C)C=C(C)C(O)C(OC)C(=O)C(C)CC(C)C=CC=CC=C1C. Drug 1: C#Cc1cccc(Nc2ncnc3cc(OCCOC)c(OCCOC)cc23)c1. (3) Drug 1: O=C(CCCCCCC(=O)Nc1ccccc1)NO. Synergy scores: synergy=19.2. Drug 2: Cc1nc(Nc2ncc(C(=O)Nc3c(C)cccc3Cl)s2)cc(N2CCN(CCO)CC2)n1. Cell line: NCIH520. (4) Drug 1: CN(Cc1cnc2nc(N)nc(N)c2n1)c1ccc(C(=O)NC(CCC(=O)O)C(=O)O)cc1. Drug 2: C=CCn1c(=O)c2cnc(Nc3ccc(N4CCN(C)CC4)cc3)nc2n1-c1cccc(C(C)(C)O)n1. Cell line: NCIH460. Synergy scores: synergy=-11.0. (5) Drug 1: CS(=O)(=O)CCNCc1ccc(-c2ccc3ncnc(Nc4ccc(OCc5cccc(F)c5)c(Cl)c4)c3c2)o1. Drug 2: NC(=O)c1cccc2cn(-c3ccc(C4CCCNC4)cc3)nc12. Cell line: PA1. Synergy scores: synergy=24.5. (6) Drug 1: CC1CC2C3CCC4=CC(=O)C=CC4(C)C3(F)C(O)CC2(C)C1(O)C(=O)CO. Drug 2: Cn1cc(-c2cnn3c(N)c(Br)c(C4CCCNC4)nc23)cn1. Cell line: DLD1. Synergy scores: synergy=4.46. (7) Drug 1: O=c1[nH]cc(F)c(=O)[nH]1. Drug 2: Cn1c(=O)n(-c2ccc(C(C)(C)C#N)cc2)c2c3cc(-c4cnc5ccccc5c4)ccc3ncc21. Cell line: NCIH460. Synergy scores: synergy=20.1. (8) Drug 1: O=P1(N(CCCl)CCCl)NCCCO1. Drug 2: C#Cc1cccc(Nc2ncnc3cc(OCCOC)c(OCCOC)cc23)c1. Cell line: A427. Synergy scores: synergy=0.634. (9) Drug 1: CCC1(O)CC2CN(CCc3c([nH]c4ccccc34)C(C(=O)OC)(c3cc4c(cc3OC)N(C)C3C(O)(C(=O)OC)C(OC(C)=O)C5(CC)C=CCN6CCC43C65)C2)C1. Drug 2: C#Cc1cccc(Nc2ncnc3cc(OCCOC)c(OCCOC)cc23)c1. Cell line: RKO. Synergy scores: synergy=64.9. (10) Drug 1: CN(Cc1cnc2nc(N)nc(N)c2n1)c1ccc(C(=O)NC(CCC(=O)O)C(=O)O)cc1. Drug 2: N#Cc1ccc(Cn2cncc2CN2CCN(c3cccc(Cl)c3)C(=O)C2)cc1. Cell line: COLO320DM. Synergy scores: synergy=-0.148.